This data is from Full USPTO retrosynthesis dataset with 1.9M reactions from patents (1976-2016). The task is: Predict the reactants needed to synthesize the given product. (1) Given the product [Cl:1][C:2]1[C:3]([O:12][C:13]2[CH:18]=[C:17]([O:19][CH2:20][CH2:21][O:22][CH3:23])[CH:16]=[CH:15][C:14]=2/[CH:24]=[CH:25]/[C:26]([NH:52][S:49]([C:45]2[CH:46]=[CH:47][CH:48]=[C:43]([C:41]#[N:42])[CH:44]=2)(=[O:50])=[O:51])=[O:28])=[N:4][CH:5]=[C:6]([C:8]([F:11])([F:10])[F:9])[CH:7]=1, predict the reactants needed to synthesize it. The reactants are: [Cl:1][C:2]1[C:3]([O:12][C:13]2[CH:18]=[C:17]([O:19][CH2:20][CH2:21][O:22][CH3:23])[CH:16]=[CH:15][C:14]=2/[CH:24]=[CH:25]/[C:26]([OH:28])=O)=[N:4][CH:5]=[C:6]([C:8]([F:11])([F:10])[F:9])[CH:7]=1.Cl.C(N=C=NCCCN(C)C)C.[C:41]([C:43]1[CH:44]=[C:45]([S:49]([NH2:52])(=[O:51])=[O:50])[CH:46]=[CH:47][CH:48]=1)#[N:42].Cl. (2) Given the product [CH2:27]([O:29][C:30]1[CH:31]=[C:32]([C@H:38]([N:44]2[C:3](=[O:19])[C:4]3[C:5](=[C:6]([F:16])[CH:7]=[CH:8][C:9]=3[NH:10][C:11]([CH:13]3[CH2:14][CH2:15]3)=[O:12])[CH2:17]2)[CH2:39][S:40]([CH3:43])(=[O:42])=[O:41])[CH:33]=[CH:34][C:35]=1[O:36][CH3:37])[CH3:28], predict the reactants needed to synthesize it. The reactants are: CO[C:3](=[O:19])[C:4]1[C:9]([NH:10][C:11]([CH:13]2[CH2:15][CH2:14]2)=[O:12])=[CH:8][CH:7]=[C:6]([F:16])[C:5]=1[CH2:17]Br.CCN(CC)CC.[CH2:27]([O:29][C:30]1[CH:31]=[C:32]([C@H:38]([NH2:44])[CH2:39][S:40]([CH3:43])(=[O:42])=[O:41])[CH:33]=[CH:34][C:35]=1[O:36][CH3:37])[CH3:28]. (3) Given the product [CH2:6]([O:5][C:3]([C@@H:2]([NH:1][C@@H:19]([CH3:41])[C:20]([N:22]1[C:30]2[CH2:29][CH2:28][CH2:27][CH2:26][C:25]=2[CH2:24][C@H:23]1[C:31]([O:33][CH2:34][C:35]1[CH:36]=[CH:37][CH:38]=[CH:39][CH:40]=1)=[O:32])=[O:21])[CH2:8][CH2:9][CH3:10])=[O:4])[CH3:7], predict the reactants needed to synthesize it. The reactants are: [NH2:1][C@@H:2]([CH2:8][CH2:9][CH3:10])[C:3]([O:5][CH2:6][CH3:7])=[O:4].C(N(CC)CC)C.Br[C@H:19]([CH3:41])[C:20]([N:22]1[C:30]2[CH2:29][CH2:28][CH2:27][CH2:26][C:25]=2[CH2:24][C@H:23]1[C:31]([O:33][CH2:34][C:35]1[CH:40]=[CH:39][CH:38]=[CH:37][CH:36]=1)=[O:32])=[O:21]. (4) The reactants are: [CH2:1]([S:3](=[NH:29])([C:5]1[C:6]([C:15]2[N:27]([CH3:28])[C:18]3=[N:19][CH:20]=[C:21]([C:23]([F:26])([F:25])[F:24])[CH:22]=[C:17]3[N:16]=2)=[N:7][CH:8]=[C:9]([C:11]([F:14])([F:13])[F:12])[CH:10]=1)=[O:4])[CH3:2].C(N(CC)CC)C.[C:37](Cl)(=[O:40])[CH2:38][CH3:39]. Given the product [CH2:1]([S:3]([C:5]1[C:6]([C:15]2[N:27]([CH3:28])[C:18]3=[N:19][CH:20]=[C:21]([C:23]([F:26])([F:25])[F:24])[CH:22]=[C:17]3[N:16]=2)=[N:7][CH:8]=[C:9]([C:11]([F:12])([F:13])[F:14])[CH:10]=1)(=[O:4])=[N:29][C:37](=[O:40])[CH2:38][CH3:39])[CH3:2], predict the reactants needed to synthesize it. (5) Given the product [NH2:4][C:5]1[C:6]([C:12]([NH:2][NH2:3])=[O:14])=[N:7][C:8]([Br:11])=[CH:9][N:10]=1, predict the reactants needed to synthesize it. The reactants are: O.[NH2:2][NH2:3].[NH2:4][C:5]1[C:6]([C:12]([O:14]C)=O)=[N:7][C:8]([Br:11])=[CH:9][N:10]=1.NN. (6) Given the product [CH:1]1([N:5]2[CH2:6][CH2:7][N:8]([C:11]3[N:12]=[CH:13][C:14]4[CH2:20][CH2:19][N:18]([CH2:28][CH:22]5[CH2:27][CH2:26][CH2:25][CH2:24][CH2:23]5)[CH2:17][CH2:16][C:15]=4[N:21]=3)[CH2:9][CH2:10]2)[CH2:4][CH2:3][CH2:2]1, predict the reactants needed to synthesize it. The reactants are: [CH:1]1([N:5]2[CH2:10][CH2:9][N:8]([C:11]3[N:12]=[CH:13][C:14]4[CH2:20][CH2:19][NH:18][CH2:17][CH2:16][C:15]=4[N:21]=3)[CH2:7][CH2:6]2)[CH2:4][CH2:3][CH2:2]1.[CH:22]1([CH:28]=O)[CH2:27][CH2:26][CH2:25][CH2:24][CH2:23]1.C(O[BH-](OC(=O)C)OC(=O)C)(=O)C.[Na+].C(=O)([O-])[O-].[Na+].[Na+]. (7) Given the product [CH:29]1([C:2]2[CH:3]=[CH:4][C:5]3[N:6]([CH:8]=[C:9]([C:11]([N:13]4[CH2:18][CH2:17][CH:16]([C:19]5[CH:24]=[CH:23][CH:22]=[CH:21][C:20]=5[C:25]([F:27])([F:26])[F:28])[CH2:15][CH2:14]4)=[O:12])[N:10]=3)[N:7]=2)[CH2:31][CH2:30]1, predict the reactants needed to synthesize it. The reactants are: Cl[C:2]1[CH:3]=[CH:4][C:5]2[N:6]([CH:8]=[C:9]([C:11]([N:13]3[CH2:18][CH2:17][CH:16]([C:19]4[CH:24]=[CH:23][CH:22]=[CH:21][C:20]=4[C:25]([F:28])([F:27])[F:26])[CH2:15][CH2:14]3)=[O:12])[N:10]=2)[N:7]=1.[CH:29]1([B-](F)(F)F)[CH2:31][CH2:30]1.[K+].C12(P(C34CC5CC(CC(C5)C3)C4)CCCC)CC3CC(CC(C3)C1)C2.C([O-])([O-])=O.[Cs+].[Cs+].